This data is from Full USPTO retrosynthesis dataset with 1.9M reactions from patents (1976-2016). The task is: Predict the reactants needed to synthesize the given product. (1) Given the product [CH:1]1([C:4]2[C:5]([NH:21][C@@H:22]3[C:30]4[C:25](=[CH:26][CH:27]=[CH:28][CH:29]=4)[CH2:24][C@H:23]3[NH:31][CH2:32][CH3:33])=[N:6][C:7]([CH:18]3[CH2:19][CH2:20]3)=[C:8]([C:10]3[CH:15]=[CH:14][C:13]([Cl:16])=[CH:12][C:11]=3[Cl:17])[N:9]=2)[CH2:2][CH2:3]1, predict the reactants needed to synthesize it. The reactants are: [CH:1]1([C:4]2[C:5]([NH:21][C@@H:22]3[C:30]4[C:25](=[CH:26][CH:27]=[CH:28][CH:29]=4)[CH2:24][C@H:23]3[NH2:31])=[N:6][C:7]([CH:18]3[CH2:20][CH2:19]3)=[C:8]([C:10]3[CH:15]=[CH:14][C:13]([Cl:16])=[CH:12][C:11]=3[Cl:17])[N:9]=2)[CH2:3][CH2:2]1.[CH:32](=O)[CH3:33].[BH3-]C#N.[Na+]. (2) Given the product [CH2:15]([O:14][C:7]1[CH:8]=[C:9]2[C:4](=[CH:5][C:6]=1[F:17])[N:3]=[C:2]([NH:20][CH2:18][CH3:19])[C:11]([CH:12]=[O:13])=[CH:10]2)[CH3:16], predict the reactants needed to synthesize it. The reactants are: Cl[C:2]1[C:11]([CH:12]=[O:13])=[CH:10][C:9]2[C:4](=[CH:5][C:6]([F:17])=[C:7]([O:14][CH2:15][CH3:16])[CH:8]=2)[N:3]=1.[CH2:18]([NH2:20])[CH3:19].